Dataset: Catalyst prediction with 721,799 reactions and 888 catalyst types from USPTO. Task: Predict which catalyst facilitates the given reaction. (1) Reactant: [CH3:1][C:2]1([CH3:11])[O:6][C@@H:5]([CH:7]=O)[C:4]([CH3:10])([CH3:9])[O:3]1.[OH2:12].Cl.[NH2:14]O.C([O-])([O-])=O.[Na+].[Na+]. The catalyst class is: 5. Product: [CH3:1][C:2]1([CH3:11])[O:6][C@@H:5]([CH:7]=[N:14][OH:12])[C:4]([CH3:10])([CH3:9])[O:3]1. (2) Reactant: Cl[C:2]1[CH:9]=[C:8]([Cl:10])[CH:7]=[C:6]([CH3:11])[C:3]=1[C:4]#[N:5].P([O-])([O-])([O-])=O.[K+].[K+].[K+].N1CCC[C@H]1C(O)=O.[CH2:28]([SH:30])[CH3:29]. Product: [Cl:10][C:8]1[CH:7]=[C:6]([CH3:11])[C:3]([C:4]#[N:5])=[C:2]([S:30][CH2:28][CH3:29])[CH:9]=1. The catalyst class is: 580. (3) Reactant: [Cl:1][C:2]1[CH:7]=[C:6]([Cl:8])[CH:5]=[CH:4][C:3]=1[CH:9](O)[CH3:10].S(Cl)([Cl:14])=O.C(OCC)(=O)C. Product: [Cl:1][C:2]1[CH:7]=[C:6]([Cl:8])[CH:5]=[CH:4][C:3]=1[CH:9]([Cl:14])[CH3:10]. The catalyst class is: 11. (4) Reactant: [CH3:1][O:2][C:3]([C@H:5]1[CH2:10][CH2:9][C@H:8]([C:11]([O:13]C)=[O:12])[CH2:7][CH2:6]1)=[O:4].[OH-].[K+].O. Product: [CH3:1][O:2][C:3]([C@H:5]1[CH2:10][CH2:9][C@H:8]([C:11]([OH:13])=[O:12])[CH2:7][CH2:6]1)=[O:4]. The catalyst class is: 5. (5) Reactant: [CH:1]([O:4][C:5]1[C:13]([CH3:14])=[CH:12][CH:11]=[CH:10][C:6]=1[C:7]([OH:9])=O)([CH3:3])[CH3:2].[CH2:15]([O:17][C:18]([C:20]1([NH2:30])[CH2:29][C:23]2=[C:24]([CH3:28])[S:25][C:26]([CH3:27])=[C:22]2[CH2:21]1)=[O:19])[CH3:16].CN(C(ON1N=NC2C=CC=NC1=2)=[N+](C)C)C.F[P-](F)(F)(F)(F)F.CCN(C(C)C)C(C)C. Product: [CH2:15]([O:17][C:18]([C:20]1([NH:30][C:7](=[O:9])[C:6]2[CH:10]=[CH:11][CH:12]=[C:13]([CH3:14])[C:5]=2[O:4][CH:1]([CH3:2])[CH3:3])[CH2:21][C:22]2=[C:26]([CH3:27])[S:25][C:24]([CH3:28])=[C:23]2[CH2:29]1)=[O:19])[CH3:16]. The catalyst class is: 3.